From a dataset of Catalyst prediction with 721,799 reactions and 888 catalyst types from USPTO. Predict which catalyst facilitates the given reaction. (1) Reactant: Cl.[Cl:2][C:3]1[CH:4]=[C:5]2[C:9](=[CH:10][CH:11]=1)[NH:8][CH:7]=[C:6]2[CH2:12][CH2:13][NH2:14].[C:15]1([C:21]2[S:22][CH:23]=[C:24]([C:26](Cl)=[O:27])[N:25]=2)[CH:20]=[CH:19][CH:18]=[CH:17][CH:16]=1.C(N(CC)CC)C.C(OCC)(=O)C. Product: [Cl:2][C:3]1[CH:4]=[C:5]2[C:9](=[CH:10][CH:11]=1)[NH:8][CH:7]=[C:6]2[CH2:12][CH2:13][NH:14][C:26]([C:24]1[N:25]=[C:21]([C:15]2[CH:16]=[CH:17][CH:18]=[CH:19][CH:20]=2)[S:22][CH:23]=1)=[O:27]. The catalyst class is: 4. (2) Reactant: COC[O:4][C:5]1[CH:31]=[CH:30][C:8]([CH:9]=[C:10]2[CH2:15][CH2:14][CH2:13][C:12](=[CH:16][C:17]3[CH:22]=[CH:21][C:20]([O:23]COC)=[C:19]([O:27][CH3:28])[CH:18]=3)[C:11]2=[O:29])=[CH:7][C:6]=1[O:32][CH3:33]. Product: [OH:23][C:20]1[CH:21]=[CH:22][C:17]([CH:16]=[C:12]2[CH2:13][CH2:14][CH2:15][C:10](=[CH:9][C:8]3[CH:30]=[CH:31][C:5]([OH:4])=[C:6]([O:32][CH3:33])[CH:7]=3)[C:11]2=[O:29])=[CH:18][C:19]=1[O:27][CH3:28]. The catalyst class is: 240. (3) Reactant: Br[C:2]1[CH:3]=[C:4]([NH:10][C:11]2[CH:16]=[N:15][CH:14]=[CH:13][N:12]=2)[C:5](=[O:9])[N:6]([CH3:8])[CH:7]=1.[C:17]([O:20][CH2:21][C:22]1[C:23]([N:31]2[CH2:42][CH2:41][N:40]3[C:33](=[CH:34][C:35]4[CH2:36][C:37]([CH3:44])([CH3:43])[CH2:38][C:39]=43)[C:32]2=[O:45])=[N:24][CH:25]=[CH:26][C:27]=1B(O)O)(=[O:19])[CH3:18].[O-]P([O-])([O-])=O.[K+].[K+].[K+].O.O.O.C([O-])(=O)C.[Na+]. Product: [C:17]([O:20][CH2:21][C:22]1[C:23]([N:31]2[CH2:42][CH2:41][N:40]3[C:33](=[CH:34][C:35]4[CH2:36][C:37]([CH3:44])([CH3:43])[CH2:38][C:39]=43)[C:32]2=[O:45])=[N:24][CH:25]=[CH:26][C:27]=1[C:2]1[CH:3]=[C:4]([NH:10][C:11]2[CH:16]=[N:15][CH:14]=[CH:13][N:12]=2)[C:5](=[O:9])[N:6]([CH3:8])[CH:7]=1)(=[O:19])[CH3:18]. The catalyst class is: 712. (4) Reactant: [NH:1]1[CH2:5][CH2:4][N:3]=[C:2]1[C:6]1[C:7]([O:24][CH3:25])=[CH:8][C:9]([CH:21]([CH3:23])[CH3:22])=[C:10]([CH:20]=1)[O:11][C:12]1[C:13]([NH2:19])=[N:14][C:15]([NH2:18])=[N:16][CH:17]=1.[Mn]([O-])([O-])(=O)=O.[Ba+2]. Product: [NH:3]1[CH:4]=[CH:5][N:1]=[C:2]1[C:6]1[C:7]([O:24][CH3:25])=[CH:8][C:9]([CH:21]([CH3:23])[CH3:22])=[C:10]([CH:20]=1)[O:11][C:12]1[C:13]([NH2:19])=[N:14][C:15]([NH2:18])=[N:16][CH:17]=1. The catalyst class is: 2. (5) Reactant: ClS([N:5]=[C:6]=[O:7])(=O)=O.[Cl:8][C:9]1[C:14]([NH:15][CH:16]2[CH2:21][CH2:20][N:19]([C:22]([O:24][CH2:25][C:26]3[CH:31]=[CH:30][CH:29]=[CH:28][CH:27]=3)=[O:23])[CH2:18][CH2:17]2)=[CH:13][CH:12]=[CH:11][N:10]=1.O.[OH-].[Na+]. Product: [Cl:8][C:9]1[C:14]([N:15]([CH:16]2[CH2:17][CH2:18][N:19]([C:22]([O:24][CH2:25][C:26]3[CH:27]=[CH:28][CH:29]=[CH:30][CH:31]=3)=[O:23])[CH2:20][CH2:21]2)[C:6]([NH2:5])=[O:7])=[CH:13][CH:12]=[CH:11][N:10]=1. The catalyst class is: 1. (6) Product: [C:25]1([N:9]2[CH2:8][CH2:7][S:11][C:10]2=[N:12][C:13]([C:15]2[CH:16]=[N:17][CH:18]=[CH:19][C:20]=2[C:21]([F:24])([F:23])[F:22])=[O:14])[CH:30]=[CH:29][CH:28]=[CH:27][CH:26]=1. The catalyst class is: 4. Reactant: CS(Cl)(=O)=O.O[CH2:7][CH2:8][N:9]([C:25]1[CH:30]=[CH:29][CH:28]=[CH:27][CH:26]=1)[C:10]([NH:12][C:13]([C:15]1[CH:16]=[N:17][CH:18]=[CH:19][C:20]=1[C:21]([F:24])([F:23])[F:22])=[O:14])=[S:11].C(N(CC)CC)C.